Dataset: Peptide-MHC class II binding affinity with 134,281 pairs from IEDB. Task: Regression. Given a peptide amino acid sequence and an MHC pseudo amino acid sequence, predict their binding affinity value. This is MHC class II binding data. (1) The peptide sequence is DSEEPLQGPFNFRFL. The MHC is DRB1_1302 with pseudo-sequence DRB1_1302. The binding affinity (normalized) is 0.0464. (2) The peptide sequence is SPRIKFLDLCVALDV. The MHC is DRB1_0101 with pseudo-sequence DRB1_0101. The binding affinity (normalized) is 0.801. (3) The peptide sequence is TAGVFAAPTLMSFLR. The MHC is DRB1_1302 with pseudo-sequence DRB1_1302. The binding affinity (normalized) is 0.588. (4) The peptide sequence is TGVMRGNHYAFVGVM. The MHC is DRB3_0301 with pseudo-sequence DRB3_0301. The binding affinity (normalized) is 1.00. (5) The peptide sequence is NIIGLLFYQKTGERS. The MHC is DRB1_0101 with pseudo-sequence DRB1_0101. The binding affinity (normalized) is 0.504. (6) The peptide sequence is FGQNTASIAATEAQY. The MHC is DRB1_1101 with pseudo-sequence DRB1_1101. The binding affinity (normalized) is 0.0652. (7) The peptide sequence is GELQIVDKIDAAHKI. The MHC is DRB1_1302 with pseudo-sequence DRB1_1302. The binding affinity (normalized) is 0.907.